Dataset: Reaction yield outcomes from USPTO patents with 853,638 reactions. Task: Predict the reaction yield, written as a fraction of the theoretical maximum amount of product (1.0 means a 100% yield; for example, 0.34 means a 34% yield). The reactants are [CH3:1][C:2]1[C:10]2[C:5](=[CH:6][CH:7]=[CH:8][C:9]=2[N+:11]([O-:13])=[O:12])[NH:4][N:3]=1.[OH-].[K+].Br[CH2:17][C:18]1[CH:23]=[CH:22][CH:21]=[CH:20][CH:19]=1. The catalyst is CC(C)=O. The product is [CH2:17]([N:4]1[C:5]2[C:10](=[C:9]([N+:11]([O-:13])=[O:12])[CH:8]=[CH:7][CH:6]=2)[C:2]([CH3:1])=[N:3]1)[C:18]1[CH:23]=[CH:22][CH:21]=[CH:20][CH:19]=1. The yield is 0.340.